This data is from Full USPTO retrosynthesis dataset with 1.9M reactions from patents (1976-2016). The task is: Predict the reactants needed to synthesize the given product. Given the product [Cl:20][CH2:21][CH2:22][O:23][C:24]1[CH:25]=[CH:26][C:27]([CH:30]2[C:35]([C:36]3[CH:41]=[CH:40][C:39]([OH:42])=[CH:38][CH:37]=3)=[C:34]([C:43]([F:46])([F:44])[F:45])[C:33]3[CH:48]=[CH:49][C:50]([OH:52])=[CH:51][C:32]=3[O:31]2)=[CH:28][CH:29]=1, predict the reactants needed to synthesize it. The reactants are: FC(F)(F)C(OC(=O)C(F)(F)F)=O.N1C=CC=CC=1.[Cl:20][CH2:21][CH2:22][O:23][C:24]1[CH:29]=[CH:28][C:27]([CH:30]2[CH:35]([C:36]3[CH:41]=[CH:40][C:39]([OH:42])=[CH:38][CH:37]=3)[C:34](O)([C:43]([F:46])([F:45])[F:44])[C:33]3[CH:48]=[CH:49][C:50]([OH:52])=[CH:51][C:32]=3[O:31]2)=[CH:26][CH:25]=1.[Cl-].[Na+].